Task: Predict the reaction yield, written as a fraction of the theoretical maximum amount of product (1.0 means a 100% yield; for example, 0.34 means a 34% yield).. Dataset: Reaction yield outcomes from USPTO patents with 853,638 reactions (1) The reactants are [F:1][C:2]([F:35])([F:34])[C:3]1[CH:4]=[C:5]([C:13]([CH3:33])([CH3:32])[C:14]([N:16]([C:18]2[CH:19]=[N:20][C:21](Cl)=[CH:22][C:23]=2[C:24]2[CH:29]=[CH:28][CH:27]=[CH:26][C:25]=2[Br:30])[CH3:17])=[O:15])[CH:6]=[C:7]([C:9]([F:12])([F:11])[F:10])[CH:8]=1.CS(C)=O.[OH:40][CH2:41][C@@H:42]1[CH2:46][C@@H:45]([OH:47])[CH2:44][NH:43]1. The catalyst is C(OCC)(=O)C. The product is [F:1][C:2]([F:35])([F:34])[C:3]1[CH:4]=[C:5]([C:13]([CH3:33])([CH3:32])[C:14]([N:16]([C:18]2[CH:19]=[N:20][C:21]([N:43]3[CH2:44][C@H:45]([OH:47])[CH2:46][C@H:42]3[CH2:41][OH:40])=[CH:22][C:23]=2[C:24]2[CH:29]=[CH:28][CH:27]=[CH:26][C:25]=2[Br:30])[CH3:17])=[O:15])[CH:6]=[C:7]([C:9]([F:12])([F:11])[F:10])[CH:8]=1. The yield is 0.480. (2) The reactants are Cl[C:2]1[N:7]2[N:8]=[C:9]([CH3:11])[CH:10]=[C:6]2[N:5]=[C:4]([NH:12][C:13](=[O:24])[C:14]2[CH:19]=[CH:18][C:17]([C:20]([OH:23])([CH3:22])[CH3:21])=[CH:16][CH:15]=2)[CH:3]=1.[CH2:25]([O:27][C:28]1[N:33]=[CH:32][C:31](B(O)O)=[CH:30][CH:29]=1)[CH3:26].O1CCOCC1. The catalyst is CO.C1(P(C2C=CC=CC=2)[C-]2C=CC=C2)C=CC=CC=1.[C-]1(P(C2C=CC=CC=2)C2C=CC=CC=2)C=CC=C1.[Fe+2].Cl[Pd]Cl. The product is [CH2:25]([O:27][C:28]1[N:33]=[CH:32][C:31]([C:2]2[N:7]3[N:8]=[C:9]([CH3:11])[CH:10]=[C:6]3[N:5]=[C:4]([NH:12][C:13](=[O:24])[C:14]3[CH:19]=[CH:18][C:17]([C:20]([OH:23])([CH3:22])[CH3:21])=[CH:16][CH:15]=3)[CH:3]=2)=[CH:30][CH:29]=1)[CH3:26]. The yield is 0.400. (3) The reactants are [Br:1][C:2]1[CH:7]=[CH:6][C:5]([CH:8]([NH2:10])[CH3:9])=[CH:4][CH:3]=1.[C:11](O[C:11]([O:13][C:14]([CH3:17])([CH3:16])[CH3:15])=[O:12])([O:13][C:14]([CH3:17])([CH3:16])[CH3:15])=[O:12]. No catalyst specified. The product is [Br:1][C:2]1[CH:7]=[CH:6][C:5]([CH:8]([NH:10][C:11](=[O:12])[O:13][C:14]([CH3:17])([CH3:16])[CH3:15])[CH3:9])=[CH:4][CH:3]=1. The yield is 0.930. (4) The reactants are [I:1][C:2]1[O:3][CH:4]=[CH:5][C:6]=1[C:7]([OH:9])=O.S(Cl)([Cl:12])=O. No catalyst specified. The product is [I:1][C:2]1[O:3][CH:4]=[CH:5][C:6]=1[C:7]([Cl:12])=[O:9]. The yield is 1.00. (5) The reactants are CO[C:3](=[O:23])[C:4]1[CH:9]=[CH:8][C:7]([O:10][CH2:11][C:12]2[C:13]([C:17]3[CH:22]=[CH:21][CH:20]=[CH:19][CH:18]=3)=[N:14][O:15][CH:16]=2)=[N:6][CH:5]=1.COC(=O)C1C=CC(OC[C:35]2[C:36]([C:41]3C=CC=CC=3F)=[N:37]OC=2C)=NC=1.C(N)(C)C. No catalyst specified. The product is [CH:36]([NH:37][C:3](=[O:23])[C:4]1[CH:9]=[CH:8][C:7]([O:10][CH2:11][C:12]2[C:13]([C:17]3[CH:18]=[CH:19][CH:20]=[CH:21][CH:22]=3)=[N:14][O:15][CH:16]=2)=[N:6][CH:5]=1)([CH3:41])[CH3:35]. The yield is 0.810. (6) The product is [CH2:1]([C:5]1[N:6]=[C:7]([CH3:27])[N:8]([CH2:31][CH:32]([OH:37])[C:33]([CH3:36])([CH3:35])[CH3:34])[C:9](=[O:26])[C:10]=1[CH2:11][C:12]1[CH:17]=[CH:16][C:15]([C:18]2[C:19]([C:24]#[N:25])=[CH:20][CH:21]=[CH:22][CH:23]=2)=[CH:14][CH:13]=1)[CH2:2][CH2:3][CH3:4]. The yield is 0.160. The reactants are [CH2:1]([C:5]1[N:6]=[C:7]([CH3:27])[NH:8][C:9](=[O:26])[C:10]=1[CH2:11][C:12]1[CH:17]=[CH:16][C:15]([C:18]2[C:19]([C:24]#[N:25])=[CH:20][CH:21]=[CH:22][CH:23]=2)=[CH:14][CH:13]=1)[CH2:2][CH2:3][CH3:4].[H-].[Na+].Br[CH2:31][C:32](=[O:37])[C:33]([CH3:36])([CH3:35])[CH3:34].[BH4-].[Na+]. The catalyst is C(OCC)(=O)C.CO.CN(C)C=O. (7) The reactants are [OH:1][C:2]1[CH:3]=[C:4]([CH2:10][OH:11])[CH:5]=[C:6]([CH2:8][OH:9])[CH:7]=1.C(=O)([O-])[O-].[Na+].[Na+].[I-].[Na+].Br[CH2:21][CH2:22][O:23][C:24]1[CH:29]=[CH:28][C:27]([C:30](=[O:32])[CH3:31])=[CH:26][CH:25]=1. The catalyst is CC(N(C)C)=O. The product is [OH:9][CH2:8][C:6]1[CH:7]=[C:2]([CH:3]=[C:4]([CH2:10][OH:11])[CH:5]=1)[O:1][CH2:21][CH2:22][O:23][C:24]1[CH:29]=[CH:28][C:27]([C:30](=[O:32])[CH3:31])=[CH:26][CH:25]=1. The yield is 0.860. (8) The reactants are [Br-].[CH2:2]([N+:9]1[CH:14]=[CH:13][C:12]([C:15]2[C:19]([CH2:20][N:21]3[CH2:28][CH:27]4[CH:23]([CH2:24][N:25]([C:29]([O:31][C:32]([CH3:35])([CH3:34])[CH3:33])=[O:30])[CH2:26]4)[CH2:22]3)=[CH:18][N:17]([CH3:36])[N:16]=2)=[CH:11][CH:10]=1)[C:3]1[CH:8]=[CH:7][CH:6]=[CH:5][CH:4]=1.[BH4-].[Na+]. The catalyst is C(O)C. The product is [CH2:2]([N:9]1[CH2:10][CH:11]=[C:12]([C:15]2[C:19]([CH2:20][N:21]3[CH2:22][CH:23]4[CH2:24][N:25]([C:29]([O:31][C:32]([CH3:34])([CH3:33])[CH3:35])=[O:30])[CH2:26][CH:27]4[CH2:28]3)=[CH:18][N:17]([CH3:36])[N:16]=2)[CH2:13][CH2:14]1)[C:3]1[CH:8]=[CH:7][CH:6]=[CH:5][CH:4]=1. The yield is 0.660. (9) The reactants are [N+](C1C=CC([O:8][C:9]([O:11][CH2:12][CH2:13][C:14]([O:16][C:17]([CH3:20])([CH3:19])[CH3:18])=[O:15])=O)=CC=1)([O-])=O.[Br:23][C:24]1[CH:25]=[C:26]2[C:31](=[C:32]([CH2:35][N:36]([CH3:40])[CH2:37][C:38]#[CH:39])[C:33]=1[OH:34])[O:30][C:29](=[O:41])[CH:28]=[C:27]2[CH2:42][OH:43]. The catalyst is CN(C)C1C=CN=CC=1.C(Cl)Cl. The product is [Br:23][C:24]1[CH:25]=[C:26]2[C:31](=[C:32]([CH2:35][N:36]([CH3:40])[CH2:37][C:38]#[CH:39])[C:33]=1[OH:34])[O:30][C:29](=[O:41])[CH:28]=[C:27]2[CH2:42][O:43][C:9]([O:11][CH2:12][CH2:13][C:14]([O:16][C:17]([CH3:20])([CH3:19])[CH3:18])=[O:15])=[O:8]. The yield is 0.770.